This data is from Full USPTO retrosynthesis dataset with 1.9M reactions from patents (1976-2016). The task is: Predict the reactants needed to synthesize the given product. (1) Given the product [CH3:16][S:13]([CH2:12][CH2:11][CH:7]([NH:6][C:2]([O:4][CH3:5])=[O:3])[C:8]([OH:10])=[O:9])(=[O:14])=[O:15], predict the reactants needed to synthesize it. The reactants are: Cl[C:2]([O:4][CH3:5])=[O:3].[NH2:6][CH:7]([CH2:11][CH2:12][S:13]([CH3:16])(=[O:15])=[O:14])[C:8]([OH:10])=[O:9].[OH-].[Na+].O. (2) Given the product [CH3:31][O:30][C:22]1[CH:23]=[C:24]([N+:27]([O-:29])=[O:28])[CH:25]=[CH:26][C:21]=1[C:5]1[O:4][N:3]=[C:2]([CH3:1])[CH:6]=1, predict the reactants needed to synthesize it. The reactants are: [CH3:1][C:2]1[CH:6]=[C:5]([Sn](CCCC)(CCCC)CCCC)[O:4][N:3]=1.Br[C:21]1[CH:26]=[CH:25][C:24]([N+:27]([O-:29])=[O:28])=[CH:23][C:22]=1[O:30][CH3:31]. (3) Given the product [C:1]([C:5]1[CH:6]=[CH:7][C:8]([S:11]([NH:14][C:15]2[CH:20]=[CH:19][C:18]([Cl:21])=[CH:17][C:16]=2[N:22]([C:23]2[CH:24]=[CH:25][N:26]=[CH:27][CH:28]=2)[C:29](=[O:31])[CH3:30])(=[O:12])=[O:13])=[CH:9][CH:10]=1)([CH3:4])([CH3:2])[CH3:3], predict the reactants needed to synthesize it. The reactants are: [C:1]([C:5]1[CH:10]=[CH:9][C:8]([S:11]([NH:14][C:15]2[CH:20]=[CH:19][C:18]([Cl:21])=[CH:17][C:16]=2[NH:22][C:23]2[CH:28]=[CH:27][N:26]=[CH:25][CH:24]=2)(=[O:13])=[O:12])=[CH:7][CH:6]=1)([CH3:4])([CH3:3])[CH3:2].[C:29](OC(=O)C)(=[O:31])[CH3:30].C(N(CC)CC)C. (4) Given the product [Cl:13][C:14]1[C:19]([O:20][C:21]2[C:26]([C:27]([F:30])([F:28])[F:29])=[CH:25][CH:24]=[CH:23][N:22]=2)=[CH:18][C:17]([N:31]=[C:32]2[S:33][C:2](=[O:4])[N:35]([CH:40]=[O:41])[NH:34]2)=[C:16]([F:38])[CH:15]=1, predict the reactants needed to synthesize it. The reactants are: Cl[C:2](Cl)([O:4]C(=O)OC(Cl)(Cl)Cl)Cl.[Cl:13][C:14]1[C:19]([O:20][C:21]2[C:26]([C:27]([F:30])([F:29])[F:28])=[CH:25][CH:24]=[CH:23][N:22]=2)=[CH:18][C:17]([NH:31][C:32]([N:34](C=O)[NH2:35])=[S:33])=[C:16]([F:38])[CH:15]=1.C[C:40](C)=[O:41]. (5) Given the product [C:40]([C:44]1[CH:52]=[CH:51][C:47]([C:6]([N:7]([CH2:9][C:10]2[CH:15]=[CH:14][C:13]([C:16]3[C:17]4[CH:24]=[C:23]([C:25]5[CH:26]=[N:27][N:28]([CH3:30])[CH:29]=5)[NH:22][C:18]=4[N:19]=[CH:20][N:21]=3)=[CH:12][C:11]=2[F:31])[CH3:8])=[O:32])=[CH:46][CH:45]=1)([CH3:43])([CH3:42])[CH3:41], predict the reactants needed to synthesize it. The reactants are: C(O[C:6](=[O:32])[N:7]([CH2:9][C:10]1[CH:15]=[CH:14][C:13]([C:16]2[C:17]3[CH:24]=[C:23]([C:25]4[CH:26]=[N:27][N:28]([CH3:30])[CH:29]=4)[NH:22][C:18]=3[N:19]=[CH:20][N:21]=2)=[CH:12][C:11]=1[F:31])[CH3:8])(C)(C)C.C(O)(C(F)(F)F)=O.[C:40]([C:44]1[CH:52]=[CH:51][C:47](C(O)=O)=[CH:46][CH:45]=1)([CH3:43])([CH3:42])[CH3:41].CCN(C(C)C)C(C)C.CN(C(ON1N=NC2C=CC=NC1=2)=[N+](C)C)C.F[P-](F)(F)(F)(F)F. (6) Given the product [CH3:11][C:9]1([CH3:12])[O:8][C:7]([CH3:14])([CH3:13])[C:6]2[CH:15]=[C:2]([C:17]3[CH:18]=[C:19]([C:22]#[N:23])[S:20][CH:21]=3)[CH:3]=[CH:4][C:5]=2[NH:10]1, predict the reactants needed to synthesize it. The reactants are: Br[C:2]1[CH:3]=[CH:4][C:5]2[NH:10][C:9]([CH3:12])([CH3:11])[O:8][C:7]([CH3:14])([CH3:13])[C:6]=2[CH:15]=1.Br[C:17]1[CH:18]=[C:19]([C:22]#[N:23])[S:20][CH:21]=1. (7) Given the product [C:1]([O:5][C:6](=[O:7])[NH:8][CH2:9][CH:10]1[CH2:11][CH2:12][N:13]([C:21]2[C:17]([Cl:16])=[N:18][S:19][N:20]=2)[CH2:14][CH2:15]1)([CH3:4])([CH3:2])[CH3:3], predict the reactants needed to synthesize it. The reactants are: [C:1]([O:5][C:6]([NH:8][CH2:9][CH:10]1[CH2:15][CH2:14][NH:13][CH2:12][CH2:11]1)=[O:7])([CH3:4])([CH3:3])[CH3:2].[Cl:16][C:17]1[C:21](Cl)=[N:20][S:19][N:18]=1.CCN(C(C)C)C(C)C. (8) Given the product [Br:1][C:2]1[CH:6]=[C:5]([CH2:7][N:29]2[CH2:34][CH2:33][O:32][CH2:31][CH2:30]2)[O:4][C:3]=1[C:9]1[O:13][N:12]=[C:11]([C:14]2[CH:15]=[CH:16][C:17]([Cl:20])=[CH:18][CH:19]=2)[N:10]=1, predict the reactants needed to synthesize it. The reactants are: [Br:1][C:2]1[CH:6]=[C:5]([CH:7]=O)[O:4][C:3]=1[C:9]1[O:13][N:12]=[C:11]([C:14]2[CH:19]=[CH:18][C:17]([Cl:20])=[CH:16][CH:15]=2)[N:10]=1.C([BH3-])#N.[Na+].C(O)(=O)C.[NH:29]1[CH2:34][CH2:33][O:32][CH2:31][CH2:30]1. (9) Given the product [CH3:30][O:29][C:25]1[CH:24]=[C:20]([CH:19]=[C:18]([O:17][CH3:16])[C:26]=1[O:27][CH3:28])[C:21]([NH:15][C:11]1[S:12][C:13]([CH3:14])=[C:9]([C:6]2[CH:5]=[CH:4][C:3]([O:2][CH3:1])=[CH:8][CH:7]=2)[N:10]=1)=[O:22], predict the reactants needed to synthesize it. The reactants are: [CH3:1][O:2][C:3]1[CH:8]=[CH:7][C:6]([C:9]2[N:10]=[C:11]([NH2:15])[S:12][C:13]=2[CH3:14])=[CH:5][CH:4]=1.[CH3:16][O:17][C:18]1[CH:19]=[C:20]([CH:24]=[C:25]([O:29][CH3:30])[C:26]=1[O:27][CH3:28])[C:21](Cl)=[O:22].